From a dataset of Full USPTO retrosynthesis dataset with 1.9M reactions from patents (1976-2016). Predict the reactants needed to synthesize the given product. Given the product [NH2:1][C@H:2]([C:8]([OH:10])=[O:9])[CH2:3][CH2:4][C:5]([NH:46][C:47]1[CH:48]=[C:49]([CH:55]=[CH:56][CH:57]=1)[C:50]([OH:52])=[O:51])=[O:6], predict the reactants needed to synthesize it. The reactants are: [NH:1](C(OC(C)(C)C)=O)[C@H:2]([C:8]([O:10]C(C)(C)C)=[O:9])[CH2:3][CH2:4][C:5](=O)[OH:6].CN(C(ON1N=NC2C=CC=NC1=2)=[N+](C)C)C.F[P-](F)(F)(F)(F)F.[NH2:46][C:47]1[CH:48]=[C:49]([CH:55]=[CH:56][CH:57]=1)[C:50]([O:52]CC)=[O:51].O.[OH-].[Li+].[OH-].[Li+].Cl.